Binary Classification. Given a miRNA mature sequence and a target amino acid sequence, predict their likelihood of interaction. From a dataset of Experimentally validated miRNA-target interactions with 360,000+ pairs, plus equal number of negative samples. The miRNA is mmu-miR-1902 with sequence AGAGGUGCAGUAGGCAUGACUU. The protein sequence of the target gene is MASPAASSVRPPRPKKEPQTLVIPKNAAEEQKLKLERLMKNPDKAVPIPEKMSEWAPRPPPEFVRDVMGSSAGAGSGEFHVYRHLRRREYQRQDYMDAMAEKQKLDAEFQKRLEKNKIAAEEQTAKRRKKRQKLKEKKLLAKKMKLEQKKQEGPGQPKEQGSSSSAEASGTEEEEEVPSFTMGR. Result: 0 (no interaction).